From a dataset of Merck oncology drug combination screen with 23,052 pairs across 39 cell lines. Regression. Given two drug SMILES strings and cell line genomic features, predict the synergy score measuring deviation from expected non-interaction effect. Drug 1: CC1(c2nc3c(C(N)=O)cccc3[nH]2)CCCN1. Drug 2: COC1CC2CCC(C)C(O)(O2)C(=O)C(=O)N2CCCCC2C(=O)OC(C(C)CC2CCC(OP(C)(C)=O)C(OC)C2)CC(=O)C(C)C=C(C)C(O)C(OC)C(=O)C(C)CC(C)C=CC=CC=C1C. Cell line: SKOV3. Synergy scores: synergy=7.72.